From a dataset of Full USPTO retrosynthesis dataset with 1.9M reactions from patents (1976-2016). Predict the reactants needed to synthesize the given product. (1) Given the product [CH2:17]([C:7]1[CH:6]=[C:10]2[C:11]([CH2:15][OH:16])=[CH:12][CH:13]=[CH:14][N:9]2[N:8]=1)[CH3:18], predict the reactants needed to synthesize it. The reactants are: C(OC([C:6]1[C:7]([CH2:17][CH3:18])=[N:8][N:9]2[CH:14]=[CH:13][CH:12]=[C:11]([CH2:15][OH:16])[C:10]=12)=O)C.[OH-].[Na+]. (2) Given the product [CH:36]1([CH2:41][CH2:42][C:43]([N:16]([CH2:17][C:18]2[CH:19]=[CH:20][C:21]([O:28][CH2:29][C:30]([O:32][CH3:33])=[O:31])=[C:22]([CH:27]=2)[C:23]([O:25][CH3:26])=[O:24])[CH2:15][C:14]2[CH:34]=[CH:35][C:11]([C:1]#[C:2][CH2:3][CH2:4][CH2:5][CH2:6][CH2:7][CH2:8][CH2:9][CH3:10])=[CH:12][CH:13]=2)=[O:44])[CH2:40][CH2:39][CH2:38][CH2:37]1, predict the reactants needed to synthesize it. The reactants are: [C:1]([C:11]1[CH:35]=[CH:34][C:14]([CH2:15][NH:16][CH2:17][C:18]2[CH:19]=[CH:20][C:21]([O:28][CH2:29][C:30]([O:32][CH3:33])=[O:31])=[C:22]([CH:27]=2)[C:23]([O:25][CH3:26])=[O:24])=[CH:13][CH:12]=1)#[C:2][CH2:3][CH2:4][CH2:5][CH2:6][CH2:7][CH2:8][CH2:9][CH3:10].[CH:36]1([CH2:41][CH2:42][C:43](Cl)=[O:44])[CH2:40][CH2:39][CH2:38][CH2:37]1. (3) Given the product [CH3:2][C:3]1[CH:8]=[CH:7][CH:6]=[CH:5][C:4]=1[N:9]1[C:20](=[O:19])[C:21]([C:22]([O:24][CH2:25][CH3:26])=[O:23])=[CH:27][NH:10]1, predict the reactants needed to synthesize it. The reactants are: Cl.[CH3:2][C:3]1[CH:8]=[CH:7][CH:6]=[CH:5][C:4]=1[NH:9][NH2:10].C(=O)([O-])[O-].[K+].[K+].C([O:19][CH:20]=[C:21]([C:27](OCC)=O)[C:22]([O:24][CH2:25][CH3:26])=[O:23])C. (4) Given the product [OH:16][CH2:15][C:12]1[N:13]=[CH:14][C:9]([NH:8][C:6](=[O:7])[O:5][C:1]([CH3:3])([CH3:2])[CH3:4])=[CH:10][CH:11]=1, predict the reactants needed to synthesize it. The reactants are: [C:1]([O:5][C:6]([NH:8][C:9]1[CH:10]=[CH:11][C:12]([C:15](OCC)=[O:16])=[N:13][CH:14]=1)=[O:7])([CH3:4])([CH3:3])[CH3:2].[H-].[Al+3].[Li+].[H-].[H-].[H-].O.[OH-].[Na+].